Dataset: Catalyst prediction with 721,799 reactions and 888 catalyst types from USPTO. Task: Predict which catalyst facilitates the given reaction. (1) Reactant: CC1(C)[C:28]2[C:23](=[C:24](P(C3C=CC=CC=3)C3C=CC=CC=3)[CH:25]=[CH:26][CH:27]=2)[O:22]C2C(P(C3C=CC=CC=3)C3C=CC=CC=3)=CC=CC1=2.C([O-])([O-])=O.[Na+].[Na+].N[C@H]1CCCC[C@@H]1O.I[C:58]1[C:62]2=[N:63][CH:64]=[CH:65][CH:66]=[C:61]2[N:60]([CH2:67][C:68]2[CH:73]=[CH:72][C:71]([CH3:74])=[CH:70][N:69]=2)[CH:59]=1.ClC1C=CN=C2C(C(=O)N[C@@H]3CCOC[C@H]3O)=C[N:84]([C:85](OC(C)(C)C)=[O:86])C=12.FC1C=CC(CN2C3C(=NC=CC=3)C(I)=C2)=CC=1. Product: [OH:22][C@H:23]1[CH2:24][CH2:25][CH2:26][CH2:27][C@@H:28]1[NH:84][C:85]([C:58]1[C:62]2=[N:63][CH:64]=[CH:65][CH:66]=[C:61]2[N:60]([CH2:67][C:68]2[CH:73]=[CH:72][C:71]([CH3:74])=[CH:70][N:69]=2)[CH:59]=1)=[O:86]. The catalyst class is: 164. (2) Reactant: [OH:1][CH2:2][CH2:3][CH2:4][CH2:5][CH2:6][CH2:7][N:8]1[CH:12]=[CH:11][CH:10]=[CH:9]1.N1C=CC=CC=1.[C:19](Cl)(=[O:30])[CH2:20][CH2:21][CH2:22][CH2:23][CH2:24][CH2:25][CH2:26][CH2:27][CH:28]=[CH2:29].Cl. Product: [C:19]([O:1][CH2:2][CH2:3][CH2:4][CH2:5][CH2:6][CH2:7][N:8]1[CH:9]=[CH:10][CH:11]=[CH:12]1)(=[O:30])[CH2:20][CH2:21][CH2:22][CH2:23][CH2:24][CH2:25][CH2:26][CH2:27][CH:28]=[CH2:29]. The catalyst class is: 226. (3) Reactant: [C:1](Cl)(=O)[C:2]([Cl:4])=[O:3].[CH3:7][C:8]1[CH:9]=C(C(O)=O)[S:11][CH:12]=1. Product: [CH3:9][C:8]1[CH:7]=[C:1]([C:2]([Cl:4])=[O:3])[S:11][CH:12]=1. The catalyst class is: 3. (4) Reactant: [F:1][C:2](=[C:10]([F:12])[F:11])[CH2:3][CH2:4][CH:5]([C:8]#[N:9])[C:6]#[N:7].[H-].[Na+].[Cl:15][C:16]1[CH:23]=[C:22]([C:24]([F:27])([F:26])[F:25])[CH:21]=[CH:20][C:17]=1[CH2:18]Br. Product: [Cl:15][C:16]1[CH:23]=[C:22]([C:24]([F:25])([F:26])[F:27])[CH:21]=[CH:20][C:17]=1[CH2:18][C:5]([CH2:4][CH2:3][C:2]([F:1])=[C:10]([F:11])[F:12])([C:6]#[N:7])[C:8]#[N:9]. The catalyst class is: 9. (5) Reactant: [Cl:1][C:2]1[N:3]=[C:4](Cl)[C:5]2[CH:10]=[CH:9][O:8][C:6]=2[N:7]=1.[NH:12]1[CH2:17][CH2:16][O:15][CH2:14][CH2:13]1. Product: [Cl:1][C:2]1[N:3]=[C:4]([N:12]2[CH2:17][CH2:16][O:15][CH2:14][CH2:13]2)[C:5]2[CH:10]=[CH:9][O:8][C:6]=2[N:7]=1. The catalyst class is: 5. (6) Reactant: C(OC([N:8]1[CH2:13][C@H:12]([O:14][CH2:15][C:16]2[CH:17]=[CH:18][C:19]3[O:24][CH2:23][CH2:22][N:21]([CH2:25][CH2:26][CH2:27][O:28][CH3:29])[C:20]=3[CH:30]=2)[C@@H:11]([C:31]2[CH:36]=[CH:35][C:34]([CH2:37][O:38][CH2:39][C@H:40]([O:42][CH2:43][CH3:44])[CH3:41])=[CH:33][CH:32]=2)[C@H:10]([CH:45]=O)[CH2:9]1)=O)(C)(C)C.[NH:47]1[CH2:51][CH2:50][CH2:49][CH2:48]1.C(O)(=O)C.C(O[BH-](OC(=O)C)OC(=O)C)(=O)C.[Na+]. Product: [CH2:43]([O:42][C@H:40]([CH3:41])[CH2:39][O:38][CH2:37][C:34]1[CH:35]=[CH:36][C:31]([C@H:11]2[C@H:10]([CH2:45][N:47]3[CH2:51][CH2:50][CH2:49][CH2:48]3)[CH2:9][NH:8][CH2:13][C@@H:12]2[O:14][CH2:15][C:16]2[CH:17]=[CH:18][C:19]3[O:24][CH2:23][CH2:22][N:21]([CH2:25][CH2:26][CH2:27][O:28][CH3:29])[C:20]=3[CH:30]=2)=[CH:32][CH:33]=1)[CH3:44]. The catalyst class is: 1.